From a dataset of NCI-60 drug combinations with 297,098 pairs across 59 cell lines. Regression. Given two drug SMILES strings and cell line genomic features, predict the synergy score measuring deviation from expected non-interaction effect. (1) Drug 1: C1=CN(C(=O)N=C1N)C2C(C(C(O2)CO)O)O.Cl. Drug 2: C1CC(=O)NC(=O)C1N2C(=O)C3=CC=CC=C3C2=O. Cell line: SK-OV-3. Synergy scores: CSS=13.5, Synergy_ZIP=-4.94, Synergy_Bliss=-0.866, Synergy_Loewe=-12.2, Synergy_HSA=-0.706. (2) Drug 1: C1CCC(CC1)NC(=O)N(CCCl)N=O. Drug 2: CC12CCC3C(C1CCC2O)C(CC4=C3C=CC(=C4)O)CCCCCCCCCS(=O)CCCC(C(F)(F)F)(F)F. Cell line: MDA-MB-435. Synergy scores: CSS=-2.80, Synergy_ZIP=-0.551, Synergy_Bliss=-1.19, Synergy_Loewe=-3.73, Synergy_HSA=-4.87. (3) Drug 1: CC1=C(C(=CC=C1)Cl)NC(=O)C2=CN=C(S2)NC3=CC(=NC(=N3)C)N4CCN(CC4)CCO. Drug 2: C1C(C(OC1N2C=NC(=NC2=O)N)CO)O. Cell line: LOX IMVI. Synergy scores: CSS=14.2, Synergy_ZIP=-0.316, Synergy_Bliss=0.794, Synergy_Loewe=1.48, Synergy_HSA=-0.484. (4) Synergy scores: CSS=35.2, Synergy_ZIP=-7.32, Synergy_Bliss=-3.27, Synergy_Loewe=-10.9, Synergy_HSA=-2.05. Drug 1: CC12CCC3C(C1CCC2O)C(CC4=C3C=CC(=C4)O)CCCCCCCCCS(=O)CCCC(C(F)(F)F)(F)F. Cell line: U251. Drug 2: CN(CCCl)CCCl.Cl. (5) Drug 1: CCC1(CC2CC(C3=C(CCN(C2)C1)C4=CC=CC=C4N3)(C5=C(C=C6C(=C5)C78CCN9C7C(C=CC9)(C(C(C8N6C)(C(=O)OC)O)OC(=O)C)CC)OC)C(=O)OC)O.OS(=O)(=O)O. Drug 2: C1=NC(=NC(=O)N1C2C(C(C(O2)CO)O)O)N. Cell line: IGROV1. Synergy scores: CSS=10.1, Synergy_ZIP=-2.47, Synergy_Bliss=1.05, Synergy_Loewe=1.75, Synergy_HSA=1.49. (6) Drug 1: CN1CCC(CC1)COC2=C(C=C3C(=C2)N=CN=C3NC4=C(C=C(C=C4)Br)F)OC. Drug 2: CC(C1=C(C=CC(=C1Cl)F)Cl)OC2=C(N=CC(=C2)C3=CN(N=C3)C4CCNCC4)N. Cell line: U251. Synergy scores: CSS=19.3, Synergy_ZIP=3.55, Synergy_Bliss=4.80, Synergy_Loewe=3.54, Synergy_HSA=4.94. (7) Drug 1: CN(C)N=NC1=C(NC=N1)C(=O)N. Drug 2: CC1=C2C(C(=O)C3(C(CC4C(C3C(C(C2(C)C)(CC1OC(=O)C(C(C5=CC=CC=C5)NC(=O)C6=CC=CC=C6)O)O)OC(=O)C7=CC=CC=C7)(CO4)OC(=O)C)O)C)OC(=O)C. Cell line: MALME-3M. Synergy scores: CSS=31.1, Synergy_ZIP=-5.02, Synergy_Bliss=3.90, Synergy_Loewe=-17.4, Synergy_HSA=1.68. (8) Drug 1: CCC1(C2=C(COC1=O)C(=O)N3CC4=CC5=C(C=CC(=C5CN(C)C)O)N=C4C3=C2)O.Cl. Drug 2: C1CCC(C(C1)N)N.C(=O)(C(=O)[O-])[O-].[Pt+4]. Cell line: SF-539. Synergy scores: CSS=51.6, Synergy_ZIP=-0.569, Synergy_Bliss=-0.0147, Synergy_Loewe=-23.4, Synergy_HSA=1.28. (9) Drug 1: C1=NC2=C(N1)C(=S)N=C(N2)N. Drug 2: CCCS(=O)(=O)NC1=C(C(=C(C=C1)F)C(=O)C2=CNC3=C2C=C(C=N3)C4=CC=C(C=C4)Cl)F. Cell line: OVCAR-8. Synergy scores: CSS=14.4, Synergy_ZIP=0.330, Synergy_Bliss=-0.396, Synergy_Loewe=-21.7, Synergy_HSA=-2.12. (10) Drug 1: CNC(=O)C1=CC=CC=C1SC2=CC3=C(C=C2)C(=NN3)C=CC4=CC=CC=N4. Drug 2: B(C(CC(C)C)NC(=O)C(CC1=CC=CC=C1)NC(=O)C2=NC=CN=C2)(O)O. Cell line: MCF7. Synergy scores: CSS=8.95, Synergy_ZIP=-1.41, Synergy_Bliss=5.82, Synergy_Loewe=4.57, Synergy_HSA=4.96.